Predict which catalyst facilitates the given reaction. From a dataset of Catalyst prediction with 721,799 reactions and 888 catalyst types from USPTO. (1) Reactant: [N:1]1[CH:6]=[CH:5][C:4]([N:7]2[CH2:23][CH2:22][C:10]3([CH2:14][N:13](C(OC(C)(C)C)=O)[CH2:12][CH2:11]3)[CH2:9][CH2:8]2)=[CH:3][CH:2]=1.C([Cl:27])(=O)C. Product: [ClH:27].[ClH:27].[N:1]1[CH:2]=[CH:3][C:4]([N:7]2[CH2:23][CH2:22][C:10]3([CH2:14][NH:13][CH2:12][CH2:11]3)[CH2:9][CH2:8]2)=[CH:5][CH:6]=1. The catalyst class is: 8. (2) Product: [O:26]1[CH2:27][CH2:28][N:23]([CH2:22][CH2:21][CH2:20][NH:19][CH2:1][C:3]2[CH:18]=[CH:17][C:6]([CH2:7][CH2:8][NH:9][C:10](=[O:16])[O:11][C:12]([CH3:15])([CH3:14])[CH3:13])=[CH:5][CH:4]=2)[CH2:24][CH2:25]1. The catalyst class is: 26. Reactant: [CH:1]([C:3]1[CH:18]=[CH:17][C:6]([CH2:7][CH2:8][NH:9][C:10](=[O:16])[O:11][C:12]([CH3:15])([CH3:14])[CH3:13])=[CH:5][CH:4]=1)=O.[NH2:19][CH2:20][CH2:21][CH2:22][N:23]1[CH2:28][CH2:27][O:26][CH2:25][CH2:24]1. (3) Reactant: [NH2:1][C:2]1[CH:7]=[CH:6][C:5]([CH3:8])=[CH:4][CH:3]=1.[N+:9]([C:12]1[CH:19]=[CH:18][CH:17]=[CH:16][C:13]=1[CH:14]=O)([O-:11])=[O:10]. Product: [CH3:8][C:5]1[CH:6]=[CH:7][C:2]([N:1]=[CH:14][C:13]2[CH:16]=[CH:17][CH:18]=[CH:19][C:12]=2[N+:9]([O-:11])=[O:10])=[CH:3][CH:4]=1. The catalyst class is: 8.